From a dataset of Forward reaction prediction with 1.9M reactions from USPTO patents (1976-2016). Predict the product of the given reaction. (1) Given the reactants [Si:1]([O:8][CH2:9][C@@H:10]1[C@H:14]2[O:15][C:16]([CH3:19])([CH3:18])[O:17][C@H:13]2[C@H:12]([NH2:20])[CH2:11]1)([C:4]([CH3:7])([CH3:6])[CH3:5])([CH3:3])[CH3:2].Cl[C:22]1[N:27]=[C:26]([CH3:28])[N:25]=[C:24]([NH:29][C@@H:30]2[C:38]3[C:33](=[CH:34][CH:35]=[CH:36][CH:37]=3)[CH2:32][CH2:31]2)[N:23]=1.C(=O)([O-])[O-].[K+].[K+], predict the reaction product. The product is: [Si:1]([O:8][CH2:9][C@H:10]1[C@H:14]2[O:15][C:16]([CH3:19])([CH3:18])[O:17][C@H:13]2[C@H:12]([NH:20][C:22]2[N:23]=[C:24]([NH:29][C@@H:30]3[C:38]4[C:33](=[CH:34][CH:35]=[CH:36][CH:37]=4)[CH2:32][CH2:31]3)[N:25]=[C:26]([CH3:28])[N:27]=2)[CH2:11]1)([C:4]([CH3:7])([CH3:5])[CH3:6])([CH3:2])[CH3:3]. (2) Given the reactants [Br:1][C:2]1[CH:3]=[C:4]([C:9]2[CH:14]=[C:13]([Cl:15])[N:12]=[CH:11][C:10]=2[NH2:16])[C:5](F)=[N:6][CH:7]=1.[Na].C[Si]([NH-])(C)C, predict the reaction product. The product is: [Br:1][C:2]1[CH:7]=[N:6][C:5]2[NH:16][C:10]3[CH:11]=[N:12][C:13]([Cl:15])=[CH:14][C:9]=3[C:4]=2[CH:3]=1. (3) Given the reactants Br[C:2]1[CH:3]=[C:4]([N:8]([CH3:51])[C:9]([N:11]2[C:15]3[N:16]=[C:17]([N:45]4[CH2:50][CH2:49][O:48][CH2:47][CH2:46]4)[N:18]=[C:19]([C:20]4[CH:21]=[N:22][C:23]([N:26](CC5C=CC(OC)=CC=5)CC5C=CC(OC)=CC=5)=[N:24][CH:25]=4)[C:14]=3[CH2:13][CH2:12]2)=[O:10])[CH:5]=C[CH:7]=1.[CH3:52][NH:53][CH2:54][CH2:55][N:56]1[CH2:61][CH2:60][O:59][CH2:58][CH2:57]1.N1(CCO)CCNC[CH2:63]1.CN(CCN1CCOCC1)C1C=C(NC(N2C3N=C(N4CCOCC4)N=C(C4C=NC(N(CC5C=CC(OC)=CC=5)CC5C=CC(OC)=CC=5)=NC=4)C=3CC2)=O)C=CC=1, predict the reaction product. The product is: [CH3:51][N:8]([C:4]1[CH:3]=[CH:2][CH:7]=[C:52]([N:53]([CH3:63])[CH2:54][CH2:55][N:56]2[CH2:61][CH2:60][O:59][CH2:58][CH2:57]2)[CH:5]=1)[C:9]([N:11]1[C:15]2[N:16]=[C:17]([N:45]3[CH2:50][CH2:49][O:48][CH2:47][CH2:46]3)[N:18]=[C:19]([C:20]3[CH:25]=[N:24][C:23]([NH2:26])=[N:22][CH:21]=3)[C:14]=2[CH2:13][CH2:12]1)=[O:10]. (4) Given the reactants [N:1]1[CH:6]=[CH:5][CH:4]=[CH:3][C:2]=1[C:7]1[CH:8]=[C:9]([CH:14]=[CH:15][CH:16]=1)[C:10]([O:12]C)=[O:11].[OH-].[Na+], predict the reaction product. The product is: [N:1]1[CH:6]=[CH:5][CH:4]=[CH:3][C:2]=1[C:7]1[CH:8]=[C:9]([CH:14]=[CH:15][CH:16]=1)[C:10]([OH:12])=[O:11]. (5) Given the reactants [Cl:1][C:2]1[CH:3]=[C:4]([NH2:20])[CH:5]=[C:6]([Cl:19])[C:7]=1[S:8][C:9]1[CH:18]=[CH:17][C:16]2[C:11](=[CH:12][CH:13]=[CH:14][CH:15]=2)[CH:10]=1.N1C=CC=CC=1.[I:27][C:28]1[CH:33]=[CH:32][C:31]([S:34](Cl)(=[O:36])=[O:35])=[CH:30][CH:29]=1, predict the reaction product. The product is: [Cl:19][C:6]1[CH:5]=[C:4]([NH:20][S:34]([C:31]2[CH:32]=[CH:33][C:28]([I:27])=[CH:29][CH:30]=2)(=[O:36])=[O:35])[CH:3]=[C:2]([Cl:1])[C:7]=1[S:8][C:9]1[CH:18]=[CH:17][C:16]2[C:11](=[CH:12][CH:13]=[CH:14][CH:15]=2)[CH:10]=1. (6) Given the reactants [C:1]1([C:7]2[CH:18]=[C:10]3[N:11]=[C:12]([C:15]([OH:17])=O)[CH:13]=[CH:14][N:9]3[N:8]=2)[CH:6]=[CH:5][CH:4]=[CH:3][CH:2]=1.C(N(CC)CC)C.[O:26]1[CH2:31][CH2:30][N:29]([C:32]2[CH:39]=[CH:38][CH:37]=[CH:36][C:33]=2[CH2:34][NH2:35])[CH2:28][CH2:27]1, predict the reaction product. The product is: [O:26]1[CH2:27][CH2:28][N:29]([C:32]2[CH:39]=[CH:38][CH:37]=[CH:36][C:33]=2[CH2:34][NH:35][C:15]([C:12]2[CH:13]=[CH:14][N:9]3[N:8]=[C:7]([C:1]4[CH:2]=[CH:3][CH:4]=[CH:5][CH:6]=4)[CH:18]=[C:10]3[N:11]=2)=[O:17])[CH2:30][CH2:31]1. (7) Given the reactants [N+:1]([C:4]1[CH:9]=[CH:8][C:7]([C:10]2[NH:15][C:14](=[O:16])[C:13]([CH:17]([NH:19][C:20](=O)[CH3:21])[CH3:18])=[N:12][N:11]=2)=[CH:6][CH:5]=1)([O-:3])=[O:2].P(Cl)(Cl)(Cl)=O.C(=O)([O-])O.[Na+], predict the reaction product. The product is: [CH3:18][C:17]1[N:19]=[C:20]([CH3:21])[N:12]2[C:13]=1[C:14](=[O:16])[NH:15][C:10]([C:7]1[CH:8]=[CH:9][C:4]([N+:1]([O-:3])=[O:2])=[CH:5][CH:6]=1)=[N:11]2.